Task: Predict the reaction yield, written as a fraction of the theoretical maximum amount of product (1.0 means a 100% yield; for example, 0.34 means a 34% yield).. Dataset: Reaction yield outcomes from USPTO patents with 853,638 reactions (1) The reactants are C[O:2][C:3](=[O:15])[C:4]1[CH:9]=[C:8](F)[C:7]([N+:11]([O-:13])=[O:12])=[CH:6][C:5]=1[F:14].[CH3:16][O-:17].[Na+]. The catalyst is CO. The product is [F:14][C:5]1[CH:6]=[C:7]([N+:11]([O-:13])=[O:12])[C:8]([O:17][CH3:16])=[CH:9][C:4]=1[C:3]([OH:2])=[O:15]. The yield is 0.700. (2) The reactants are [C:1](=[O:12])(OC(Cl)(Cl)Cl)OC(Cl)(Cl)Cl.[NH2:13][C:14]1[CH:15]=[C:16]([CH:33]=[CH:34][C:35]=1[F:36])[O:17][C:18]1[N:23]=[C:22]2[S:24][C:25]([NH:27][C:28]([CH:30]3[CH2:32][CH2:31]3)=[O:29])=[N:26][C:21]2=[CH:20][CH:19]=1.C(N(CC)CC)C.[N:44]1[CH:49]=[CH:48][CH:47]=[CH:46][C:45]=1[CH2:50][NH2:51]. The catalyst is O1CCCC1.O.C(OCC)(=O)C. The product is [F:36][C:35]1[CH:34]=[CH:33][C:16]([O:17][C:18]2[N:23]=[C:22]3[S:24][C:25]([NH:27][C:28]([CH:30]4[CH2:32][CH2:31]4)=[O:29])=[N:26][C:21]3=[CH:20][CH:19]=2)=[CH:15][C:14]=1[NH:13][C:1](=[O:12])[NH:51][CH2:50][C:45]1[CH:46]=[CH:47][CH:48]=[CH:49][N:44]=1. The yield is 0.580.